From a dataset of Catalyst prediction with 721,799 reactions and 888 catalyst types from USPTO. Predict which catalyst facilitates the given reaction. (1) Reactant: [F:1][C:2]([F:13])([F:12])[C:3]1[CH:4]=[C:5]([CH:9]=[CH:10][CH:11]=1)[C:6](Cl)=[O:7].[Cl:14][C:15]1[CH:16]=[C:17]([NH2:25])[CH:18]=[CH:19][C:20]=1[C:21]([F:24])([F:23])[F:22].CCN(CC)CC. Product: [Cl:14][C:15]1[CH:16]=[C:17]([NH:25][C:6](=[O:7])[C:5]2[CH:9]=[CH:10][CH:11]=[C:3]([C:2]([F:13])([F:12])[F:1])[CH:4]=2)[CH:18]=[CH:19][C:20]=1[C:21]([F:23])([F:24])[F:22]. The catalyst class is: 2. (2) Reactant: [CH3:1][O:2][C:3]1[CH:43]=[C:42]([O:44][CH3:45])[CH:41]=[CH:40][C:4]=1[CH2:5][NH:6][C:7]1[C:8]2[CH:15]=[CH:14][N:13]([C@H:16]3[C@@H:20]4[O:21][C:22]([CH3:25])([CH3:24])[O:23][C@@H:19]4[C@@H:18]([CH2:26][N:27]([CH:37]([CH3:39])[CH3:38])[CH:28]4[CH2:31][CH:30]([CH2:32][CH2:33][C:34](O)=O)[CH2:29]4)[CH2:17]3)[C:9]=2[N:10]=[CH:11][N:12]=1.[C:46]([C:50]1[CH:51]=[C:52]([NH2:57])[C:53]([NH2:56])=[CH:54][CH:55]=1)([CH3:49])([CH3:48])[CH3:47].C(N(CC)C(C)C)(C)C. The catalyst class is: 9. Product: [C:46]([C:50]1[CH:55]=[CH:54][C:53]2[NH:56][C:34]([CH2:33][CH2:32][CH:30]3[CH2:31][CH:28]([N:27]([CH2:26][C@@H:18]4[C@H:19]5[O:23][C:22]([CH3:24])([CH3:25])[O:21][C@H:20]5[C@H:16]([N:13]5[C:9]6[N:10]=[CH:11][N:12]=[C:7]([NH:6][CH2:5][C:4]7[CH:40]=[CH:41][C:42]([O:44][CH3:45])=[CH:43][C:3]=7[O:2][CH3:1])[C:8]=6[CH:15]=[CH:14]5)[CH2:17]4)[CH:37]([CH3:38])[CH3:39])[CH2:29]3)=[N:57][C:52]=2[CH:51]=1)([CH3:49])([CH3:47])[CH3:48]. (3) Reactant: COC1C=CC=C(OC)C=1C1C=CC=CC=1P(C1CCCCC1)C1CCCCC1.CC([O-])(C)C.[Na+].[N:36]1[CH:41]=[CH:40][CH:39]=[CH:38][C:37]=1[NH2:42].Cl[C:44]1[CH:63]=[CH:62][C:47]([O:48][C:49]2[C:54]([C:55]3[CH:60]=[CH:59][N:58]=[C:57]([CH3:61])[CH:56]=3)=[CH:53][CH:52]=[CH:51][N:50]=2)=[CH:46][CH:45]=1. Product: [CH3:61][C:57]1[CH:56]=[C:55]([C:54]2[C:49]([O:48][C:47]3[CH:62]=[CH:63][C:44]([NH:42][C:37]4[CH:38]=[CH:39][CH:40]=[CH:41][N:36]=4)=[CH:45][CH:46]=3)=[N:50][CH:51]=[CH:52][CH:53]=2)[CH:60]=[CH:59][N:58]=1. The catalyst class is: 187. (4) Reactant: [CH3:1][O:2][CH2:3][C:4]1[CH:9]=[CH:8][C:7]([C:10]2[C:11](=[O:19])[NH:12][C:13]3([CH2:18][CH2:17][CH2:16][CH2:15]3)[N:14]=2)=[CH:6][CH:5]=1.[H-].[Na+].Br[CH2:23][C:24]([NH:26][C:27]1[CH:32]=[CH:31][CH:30]=[C:29]([C:33]([F:36])([F:35])[F:34])[CH:28]=1)=O.[OH2:37]. Product: [CH3:1][O:2][CH2:3][C:4]1[CH:5]=[CH:6][C:7]([C:10]2[C:11](=[O:19])[N:12]([C:23](=[O:37])[CH2:24][NH:26][C:27]3[CH:32]=[CH:31][CH:30]=[C:29]([C:33]([F:36])([F:35])[F:34])[CH:28]=3)[C:13]3([CH2:15][CH2:16][CH2:17][CH2:18]3)[N:14]=2)=[CH:8][CH:9]=1. The catalyst class is: 9. (5) Reactant: [N:1]([CH2:4][CH:5]1[CH2:9][C:8]2[CH:10]=[CH:11][CH:12]=[C:13]([C:14]3[CH:19]=[CH:18][CH:17]=[C:16]([C:20]([F:23])([F:22])[F:21])[CH:15]=3)[C:7]=2[O:6]1)=[N+]=[N-]. Product: [F:22][C:20]([F:21])([F:23])[C:16]1[CH:15]=[C:14]([C:13]2[C:7]3[O:6][CH:5]([CH2:4][NH2:1])[CH2:9][C:8]=3[CH:10]=[CH:11][CH:12]=2)[CH:19]=[CH:18][CH:17]=1. The catalyst class is: 45. (6) Reactant: [C:1]1([C:7]2[CH:12]=[CH:11][CH:10]=[C:9]([C:13]3[CH:18]=[CH:17][CH:16]=[CH:15][CH:14]=3)[CH:8]=2)[CH:6]=[CH:5][CH:4]=[CH:3][CH:2]=1.O.O.[IH:21].II.S(=O)(=O)(O)O. Product: [C:1]1([C:7]2[CH:8]=[C:9]([C:13]3[CH:14]=[CH:15][C:16]([I:21])=[CH:17][CH:18]=3)[CH:10]=[CH:11][CH:12]=2)[CH:2]=[CH:3][CH:4]=[CH:5][CH:6]=1.[C:1]1([C:7]2[CH:8]=[C:9]([C:13]3[CH:14]=[CH:15][CH:16]=[CH:17][CH:18]=3)[CH:10]=[C:11]([I:21])[CH:12]=2)[CH:2]=[CH:3][CH:4]=[CH:5][CH:6]=1. The catalyst class is: 130. (7) Reactant: [CH2:1]([O:3][C:4](=[O:20])[C@@H:5]([CH:17]([CH3:19])[CH3:18])[NH:6][S:7]([C:10]1[CH:15]=[CH:14][C:13](F)=[CH:12][CH:11]=1)(=[O:9])=[O:8])[CH3:2].[C:21]1([SH:27])[CH:26]=[CH:25][CH:24]=[CH:23][CH:22]=1.C(=O)([O-])[O-].[K+].[K+].O. Product: [CH2:1]([O:3][C:4](=[O:20])[C@@H:5]([CH:17]([CH3:19])[CH3:18])[NH:6][S:7]([C:10]1[CH:15]=[CH:14][C:13]([S:27][C:21]2[CH:26]=[CH:25][CH:24]=[CH:23][CH:22]=2)=[CH:12][CH:11]=1)(=[O:9])=[O:8])[CH3:2]. The catalyst class is: 42. (8) Reactant: [F:1][C:2]1[C:3]([NH:30][CH:31]2[CH2:36][CH2:35][C:34](=O)[CH2:33][CH2:32]2)=[C:4]([CH:10]=[C:11]([C:13]2[CH:14]=[C:15]3[C:21]([C:22]4[CH:27]=[CH:26][CH:25]=[CH:24][C:23]=4[O:28][CH3:29])=[N:20][NH:19][C:16]3=[N:17][CH:18]=2)[CH:12]=1)[C:5]([N:7]([CH3:9])[CH3:8])=[O:6].C([BH3-])#N.[Na+].[NH:42]1[CH2:47][CH2:46][O:45][CH2:44][CH2:43]1.C(O)(=O)C. Product: [F:1][C:2]1[C:3]([NH:30][CH:31]2[CH2:32][CH2:33][CH:34]([N:42]3[CH2:47][CH2:46][O:45][CH2:44][CH2:43]3)[CH2:35][CH2:36]2)=[C:4]([CH:10]=[C:11]([C:13]2[CH:14]=[C:15]3[C:21]([C:22]4[CH:27]=[CH:26][CH:25]=[CH:24][C:23]=4[O:28][CH3:29])=[N:20][NH:19][C:16]3=[N:17][CH:18]=2)[CH:12]=1)[C:5]([N:7]([CH3:9])[CH3:8])=[O:6]. The catalyst class is: 24. (9) Reactant: [C:1]([O:5][C:6]([N:8]([C:36]([O:38][C:39]([CH3:42])([CH3:41])[CH3:40])=[O:37])[C:9]1[C:10]([C:22]2[CH:34]=[CH:33][C:25]([C:26]([O:28][C:29]([CH3:32])([CH3:31])[CH3:30])=[O:27])=[C:24]([F:35])[CH:23]=2)=[N:11][C:12]([C:15]2[CH2:20][CH2:19][CH2:18][C:17](=[O:21])[CH:16]=2)=[CH:13][N:14]=1)=[O:7])([CH3:4])([CH3:3])[CH3:2]. Product: [C:1]([O:5][C:6]([N:8]([C:36]([O:38][C:39]([CH3:42])([CH3:41])[CH3:40])=[O:37])[C:9]1[C:10]([C:22]2[CH:34]=[CH:33][C:25]([C:26]([O:28][C:29]([CH3:31])([CH3:32])[CH3:30])=[O:27])=[C:24]([F:35])[CH:23]=2)=[N:11][C:12]([CH:15]2[CH2:20][CH2:19][CH2:18][C:17](=[O:21])[CH2:16]2)=[CH:13][N:14]=1)=[O:7])([CH3:2])([CH3:3])[CH3:4]. The catalyst class is: 687.